This data is from Catalyst prediction with 721,799 reactions and 888 catalyst types from USPTO. The task is: Predict which catalyst facilitates the given reaction. (1) Reactant: [CH3:1][O:2][C:3]1[CH:8]=[C:7]([O:9][CH3:10])[CH:6]=[CH:5][C:4]=1[NH:11][C:12](=[NH:22])[CH2:13][C:14](=[O:21])[C:15]1[CH:20]=[CH:19][CH:18]=[CH:17][CH:16]=1.[C:23](OC)(=[O:26])[C:24]#[CH:25]. Product: [NH2:22][C:12]1[N:11]([C:4]2[CH:5]=[CH:6][C:7]([O:9][CH3:10])=[CH:8][C:3]=2[O:2][CH3:1])[C:23](=[O:26])[CH:24]=[CH:25][C:13]=1[C:14](=[O:21])[C:15]1[CH:20]=[CH:19][CH:18]=[CH:17][CH:16]=1. The catalyst class is: 5. (2) Reactant: Br[C:2]1[S:6][C:5]([C:7](Cl)=[O:8])=[CH:4][CH:3]=1.[CH3:10][O:11][C:12]1[C:13]([NH2:18])=[CH:14][CH:15]=[CH:16][CH:17]=1.[N:19]1[CH:24]=[CH:23][C:22](B(O)O)=[CH:21][CH:20]=1. Product: [CH3:10][O:11][C:12]1[CH:17]=[CH:16][CH:15]=[CH:14][C:13]=1[NH:18][C:7]([C:5]1[S:6][C:2]([C:22]2[CH:23]=[CH:24][N:19]=[CH:20][CH:21]=2)=[CH:3][CH:4]=1)=[O:8]. The catalyst class is: 45.